This data is from CYP2C9 inhibition data for predicting drug metabolism from PubChem BioAssay. The task is: Regression/Classification. Given a drug SMILES string, predict its absorption, distribution, metabolism, or excretion properties. Task type varies by dataset: regression for continuous measurements (e.g., permeability, clearance, half-life) or binary classification for categorical outcomes (e.g., BBB penetration, CYP inhibition). Dataset: cyp2c9_veith. (1) The molecule is Cc1ccc(N=C/C(C(=O)C(F)(F)F)=C(\O)c2cccs2)cc1. The result is 1 (inhibitor). (2) The drug is COCC(=O)N1CCC2(CC1)CN(c1ccc(-c3ccccc3)cc1)C2. The result is 0 (non-inhibitor). (3) The molecule is CC1(C)CC(=O)C(C(C#Cc2ccccc2)C2=C(O)CC(C)(C)CC2=O)=C(O)C1. The result is 1 (inhibitor). (4) The drug is CCNc1ncc2nc(-c3ccc(Cl)cc3)c(=O)n(Cc3ccc(F)cc3)c2n1. The result is 0 (non-inhibitor). (5) The compound is O=C1C(Cc2ccccc2)C(c2ccccc2)N1c1ccccc1. The result is 1 (inhibitor). (6) The drug is CCOC(=O)N1CCN(C(=O)c2cccn3c(=O)c4cc(Cl)ccc4nc23)CC1. The result is 1 (inhibitor). (7) The compound is CC(C)n1cc(/C=C2/SC(=O)N(CC(=O)Nc3ccc4c(c3)OCO4)C2=O)c2ccccc21. The result is 1 (inhibitor). (8) The molecule is Cc1ccc(-n2c(SCC(=O)NCc3ccco3)nc3sc4c(c3c2=O)CC(C)(C)SC4)cc1. The result is 1 (inhibitor). (9) The compound is CCOC(=O)N1CCC(NC(=O)CCc2nc(C3=CCN(C)CC3)no2)CC1. The result is 0 (non-inhibitor).